Dataset: Forward reaction prediction with 1.9M reactions from USPTO patents (1976-2016). Task: Predict the product of the given reaction. (1) The product is: [Cl:1][C:2]1[C:3]([CH:20]([C:31]2[CH:36]=[C:35]([F:37])[CH:34]=[CH:33][C:32]=2[F:38])[S:21]([C:24]2[CH:29]=[CH:28][C:27]([F:30])=[CH:26][CH:25]=2)(=[O:23])=[O:22])=[CH:4][C:5]([NH2:8])=[N:6][CH:7]=1. Given the reactants [Cl:1][C:2]1[C:3]([CH:20]([C:31]2[CH:36]=[C:35]([F:37])[CH:34]=[CH:33][C:32]=2[F:38])[S:21]([C:24]2[CH:29]=[CH:28][C:27]([F:30])=[CH:26][CH:25]=2)(=[O:23])=[O:22])=[CH:4][C:5]([NH:8]CC2C=CC(OC)=C(OC)C=2)=[N:6][CH:7]=1.C(=O)(O)[O-].[Na+], predict the reaction product. (2) Given the reactants S(=O)(=O)(O)O.N[C:7]1[CH:12]=[C:11]([Cl:13])[CH:10]=[CH:9][C:8]=1/[CH:14]=[C:15](\[C:19]1[CH:24]=[CH:23][C:22]([Br:25])=[CH:21][CH:20]=1)/[C:16]([OH:18])=[O:17].[OH-].[Na+].N([O-])=O.[Na+].S(=O)(=O)(O)N, predict the reaction product. The product is: [Br:25][C:22]1[CH:21]=[C:20]2[C:19](=[CH:24][CH:23]=1)[C:15]([C:16]([OH:18])=[O:17])=[CH:14][C:8]1[CH:9]=[CH:10][C:11]([Cl:13])=[CH:12][C:7]2=1. (3) The product is: [F:1][C:2]1[CH:21]=[C:20]([F:22])[CH:19]=[CH:18][C:3]=1[O:4][C:5]1[C:14]([O:15][CH3:16])=[CH:13][CH:12]=[C:11]2[C:6]=1[CH:7]=[CH:8][C:9](=[O:25])[NH:10]2. Given the reactants [F:1][C:2]1[CH:21]=[C:20]([F:22])[CH:19]=[CH:18][C:3]=1[O:4][C:5]1[C:14]([O:15][CH3:16])=[CH:13][CH:12]=[C:11]2[C:6]=1[CH:7]=[CH:8][CH:9]=[N+:10]2[O-].C(OC(=O)C)(=[O:25])C.N, predict the reaction product. (4) Given the reactants [Cl:1][C:2]1[CH:3]=[C:4]([CH:21]=[C:22]([C:31]([F:34])([F:33])[F:32])[C:23]=1[CH2:24][N:25]1[CH2:30][CH2:29][NH:28][CH2:27][CH2:26]1)[C:5]([NH:7][CH2:8][C:9]1[CH:14]=[C:13]([Cl:15])[CH:12]=[CH:11][C:10]=1[S:16]([CH2:19][CH3:20])(=[O:18])=[O:17])=[O:6].[CH3:35][C:36]([O:39][C:40]([NH:42][CH2:43][C:44](O)=[O:45])=[O:41])([CH3:38])[CH3:37].CN(C(ON1N=NC2C=CC=NC1=2)=[N+](C)C)C.F[P-](F)(F)(F)(F)F, predict the reaction product. The product is: [Cl:1][C:2]1[CH:3]=[C:4]([C:5](=[O:6])[NH:7][CH2:8][C:9]2[CH:14]=[C:13]([Cl:15])[CH:12]=[CH:11][C:10]=2[S:16]([CH2:19][CH3:20])(=[O:18])=[O:17])[CH:21]=[C:22]([C:31]([F:32])([F:34])[F:33])[C:23]=1[CH2:24][N:25]1[CH2:30][CH2:29][N:28]([C:44](=[O:45])[CH2:43][NH:42][C:40](=[O:41])[O:39][C:36]([CH3:35])([CH3:37])[CH3:38])[CH2:27][CH2:26]1. (5) Given the reactants [F:1][C:2]1[CH:3]=[C:4]([C:18]2[C:19]([OH:25])=[CH:20][CH:21]=[C:22]([F:24])[CH:23]=2)[CH:5]=[CH:6][C:7]=1[S:8]([C:11]1[CH:16]=[CH:15][CH:14]=[C:13]([F:17])[CH:12]=1)(=[O:10])=[O:9].CC1C=CC(S(O[C@H:37]([CH3:42])[C:38]([O:40][CH3:41])=[O:39])(=O)=O)=CC=1, predict the reaction product. The product is: [F:1][C:2]1[CH:3]=[C:4]([C:18]2[CH:23]=[C:22]([F:24])[CH:21]=[CH:20][C:19]=2[O:25][C@@H:37]([CH3:42])[C:38]([O:40][CH3:41])=[O:39])[CH:5]=[CH:6][C:7]=1[S:8]([C:11]1[CH:16]=[CH:15][CH:14]=[C:13]([F:17])[CH:12]=1)(=[O:10])=[O:9]. (6) Given the reactants [ClH:1].O1CCOCC1.[CH2:8]=[C:9]1[CH2:13][N:12](C(OC(C)(C)C)=O)[C@H:11]([C:21]([O:23][CH3:24])=[O:22])[CH2:10]1, predict the reaction product. The product is: [Cl-:1].[CH3:24][O:23][C:21]([C@@H:11]1[CH2:10][C:9](=[CH2:8])[CH2:13][NH2+:12]1)=[O:22]. (7) Given the reactants [OH:1][C@@H:2]1[C@H:6]2[N:7](C(OC(C)(C)C)=O)[CH2:8][C@@H:9]([O:10][S:11]([C:14]3[CH:20]=[CH:19][C:17]([CH3:18])=[CH:16][CH:15]=3)(=[O:13])=[O:12])[C@H:5]2[O:4][CH2:3]1.[H][H], predict the reaction product. The product is: [CH3:18][C:17]1[CH:19]=[CH:20][C:14]([S:11]([O:10][C@@H:9]2[CH2:8][NH:7][C@@H:6]3[C@@H:2]([OH:1])[CH2:3][O:4][C@H:5]23)(=[O:13])=[O:12])=[CH:15][CH:16]=1. (8) The product is: [NH2:49][C@@H:50]([CH3:51])[C:52]([NH:1][CH:2]1[CH2:7][CH2:6][CH:5]([NH:8][C:9]2[N:14]=[C:13]([N:15]([CH3:28])[C:16]3[CH:21]=[CH:20][N:19]=[C:18]([C:22]4[CH:27]=[CH:26][CH:25]=[CH:24][CH:23]=4)[N:17]=3)[CH:12]=[CH:11][N:10]=2)[CH2:4][CH2:3]1)=[O:53]. Given the reactants [NH2:1][CH:2]1[CH2:7][CH2:6][CH:5]([NH:8][C:9]2[N:14]=[C:13]([N:15]([CH3:28])[C:16]3[CH:21]=[CH:20][N:19]=[C:18]([C:22]4[CH:27]=[CH:26][CH:25]=[CH:24][CH:23]=4)[N:17]=3)[CH:12]=[CH:11][N:10]=2)[CH2:4][CH2:3]1.N=C=N.C([NH:49][C@H:50]([C:52](O)=[O:53])[CH3:51])(OCC1C2C(=CC=CC=2)C2C1=CC=CC=2)=O.N1CCCCC1, predict the reaction product.